The task is: Predict the product of the given reaction.. This data is from Forward reaction prediction with 1.9M reactions from USPTO patents (1976-2016). (1) Given the reactants [NH2:1][C:2]1([C:15]([NH2:17])=[O:16])[CH2:7][CH2:6][N:5]([CH2:8][C:9]2[CH:14]=[CH:13][CH:12]=[CH:11][CH:10]=2)[CH2:4][CH2:3]1.[Br:18][C:19]1[CH:27]=[CH:26][C:22]([C:23](O)=[O:24])=[CH:21][CH:20]=1.CCN=C=NCCCN(C)C.C1C=CC2N(O)N=NC=2C=1.CCN(C(C)C)C(C)C, predict the reaction product. The product is: [CH2:8]([N:5]1[CH2:4][CH2:3][C:2]([NH:1][C:23](=[O:24])[C:22]2[CH:26]=[CH:27][C:19]([Br:18])=[CH:20][CH:21]=2)([C:15]([NH2:17])=[O:16])[CH2:7][CH2:6]1)[C:9]1[CH:10]=[CH:11][CH:12]=[CH:13][CH:14]=1. (2) Given the reactants [C:1]([NH:5][C:6]([C:8]1[C:16]2[C:11](=[N:12][CH:13]=[C:14]([NH:17][C:18]3[CH:19]=[N:20][N:21]([CH2:23][CH3:24])[CH:22]=3)[N:15]=2)[N:10](COCC[Si](C)(C)C)[CH:9]=1)=[O:7])([CH3:4])([CH3:3])[CH3:2].FC(F)(F)C(O)=O, predict the reaction product. The product is: [C:1]([NH:5][C:6]([C:8]1[C:16]2[C:11](=[N:12][CH:13]=[C:14]([NH:17][C:18]3[CH:19]=[N:20][N:21]([CH2:23][CH3:24])[CH:22]=3)[N:15]=2)[NH:10][CH:9]=1)=[O:7])([CH3:4])([CH3:2])[CH3:3]. (3) The product is: [CH:14]1([C:6]2[N:7]3[CH:12]=[CH:11][N:10]=[C:9]([NH2:13])[C:8]3=[C:4]([C:28]3[CH:27]=[C:26]4[C:31]([CH:32]=[CH:33][C:24]([C:21]5[CH:22]=[CH:23][N:18]=[CH:19][CH:20]=5)=[N:25]4)=[CH:30][CH:29]=3)[N:5]=2)[CH2:17][CH2:16][CH2:15]1. Given the reactants N#N.Br[C:4]1[N:5]=[C:6]([CH:14]2[CH2:17][CH2:16][CH2:15]2)[N:7]2[CH:12]=[CH:11][N:10]=[C:9]([NH2:13])[C:8]=12.[N:18]1[CH:23]=[CH:22][C:21]([C:24]2[CH:33]=[CH:32][C:31]3[C:26](=[CH:27][C:28](B4OC(C)(C)C(C)(C)O4)=[CH:29][CH:30]=3)[N:25]=2)=[CH:20][CH:19]=1.C([O-])([O-])=O.[Na+].[Na+], predict the reaction product. (4) Given the reactants Cl.[NH2:2][C@H:3]([CH:6]=[CH2:7])[CH2:4][OH:5].C(N(CC)CC)C.[C:15]([O:19][C:20](O[C:20]([O:19][C:15]([CH3:18])([CH3:17])[CH3:16])=[O:21])=[O:21])([CH3:18])([CH3:17])[CH3:16], predict the reaction product. The product is: [OH:5][CH2:4][C@H:3]([NH:2][C:20](=[O:21])[O:19][C:15]([CH3:18])([CH3:17])[CH3:16])[CH:6]=[CH2:7]. (5) Given the reactants [CH:1]1([CH2:4][O:5][C:6]2[N:11]=[C:10]([C:12]([OH:14])=O)[CH:9]=[CH:8][C:7]=2[N:15]2[CH2:18][C:17]([F:20])([F:19])[CH2:16]2)[CH2:3][CH2:2]1.Cl.[F:22][C:23]([F:31])([F:30])[C:24]1([OH:29])[CH2:28][CH2:27][NH:26][CH2:25]1, predict the reaction product. The product is: [CH:1]1([CH2:4][O:5][C:6]2[N:11]=[C:10]([C:12]([N:26]3[CH2:27][CH2:28][C:24]([OH:29])([C:23]([F:31])([F:30])[F:22])[CH2:25]3)=[O:14])[CH:9]=[CH:8][C:7]=2[N:15]2[CH2:18][C:17]([F:20])([F:19])[CH2:16]2)[CH2:2][CH2:3]1. (6) Given the reactants Cl.[NH2:2][C:3]1[CH:10]=[CH:9][C:6]([C:7]#[N:8])=[CH:5][CH:4]=1.C(O)C.[CH:14]([C:16]([CH3:18])=O)=[CH2:15].C(=O)([O-])[O-].[Na+].[Na+], predict the reaction product. The product is: [CH3:18][C:16]1[C:10]2[C:3](=[CH:4][CH:5]=[C:6]([C:7]#[N:8])[CH:9]=2)[N:2]=[CH:15][CH:14]=1.